From a dataset of Full USPTO retrosynthesis dataset with 1.9M reactions from patents (1976-2016). Predict the reactants needed to synthesize the given product. Given the product [C:1]([O:5][C@@H:6]([C:10]1[C:34]([CH3:35])=[CH:33][C:13]2[N:14]=[C:15]([C:17]3[CH:22]=[CH:21][CH:20]=[C:19]([C:23]4[CH:24]=[C:25]5[C:29](=[CH:30][CH:31]=4)[N:28]([CH3:32])[N:27]=[CH:26]5)[CH:18]=3)[S:16][C:12]=2[C:11]=1[C:36]1[CH:41]=[CH:40][C:39]2[O:48][CH:43]([CH3:44])[O:49][C:38]=2[CH:37]=1)[C:7]([OH:9])=[O:8])([CH3:4])([CH3:3])[CH3:2], predict the reactants needed to synthesize it. The reactants are: [C:1]([O:5][C@@H:6]([C:10]1[C:34]([CH3:35])=[CH:33][C:13]2[N:14]=[C:15]([C:17]3[CH:22]=[CH:21][CH:20]=[C:19]([C:23]4[CH:24]=[C:25]5[C:29](=[CH:30][CH:31]=4)[N:28]([CH3:32])[N:27]=[CH:26]5)[CH:18]=3)[S:16][C:12]=2[C:11]=1[C:36]1[CH:41]=[CH:40][C:39](Cl)=[CH:38][CH:37]=1)[C:7]([OH:9])=[O:8])([CH3:4])([CH3:3])[CH3:2].[C:43]([O:49]C[C@@H](OC(C)(C)C)C1C(C)=CC2N=C(C3C=CC=C(C4C=C5C(=CC=4)N(C)N=C5)C=3)SC=2C=1C1C=CC2OC(C)OC=2C=1)(=[O:48])[C:44](C)(C)C.